Dataset: Catalyst prediction with 721,799 reactions and 888 catalyst types from USPTO. Task: Predict which catalyst facilitates the given reaction. (1) Reactant: [C:1]([N:4]1[CH2:9][CH2:8][N:7]([CH2:10][CH2:11][CH2:12][C@:13]2([C:29]3[CH:34]=[CH:33][CH:32]=[CH:31][CH:30]=3)[N:17]([C:18](=[O:20])[CH3:19])[N:16]=[C:15]([C:21]3[CH:26]=[C:25](Br)[CH:24]=[CH:23][C:22]=3[F:28])[CH2:14]2)[CH2:6][CH2:5]1)(=[O:3])[CH3:2].[Li]CCCC.Cl[Si:41]([CH3:44])([CH3:43])[CH3:42]. Product: [C:1]([N:4]1[CH2:9][CH2:8][N:7]([CH2:10][CH2:11][CH2:12][C@:13]2([C:29]3[CH:34]=[CH:33][CH:32]=[CH:31][CH:30]=3)[N:17]([C:18](=[O:20])[CH3:19])[N:16]=[C:15]([C:21]3[CH:26]=[C:25]([Si:41]([CH3:44])([CH3:43])[CH3:42])[CH:24]=[CH:23][C:22]=3[F:28])[CH2:14]2)[CH2:6][CH2:5]1)(=[O:3])[CH3:2]. The catalyst class is: 1. (2) Reactant: [CH:1]1[C:10]2[C:5](=[CH:6][CH:7]=[CH:8][CH:9]=2)[CH:4]=[CH:3][C:2]=1[C:11]1[CH:12]=[C:13]([N+:31]([O-])=O)[C:14]([NH:17][CH:18]2[CH2:23][CH2:22][N:21]([C:24]([O:26][C:27]([CH3:30])([CH3:29])[CH3:28])=[O:25])[CH2:20][CH2:19]2)=[N:15][CH:16]=1. Product: [NH2:31][C:13]1[C:14]([NH:17][CH:18]2[CH2:23][CH2:22][N:21]([C:24]([O:26][C:27]([CH3:30])([CH3:29])[CH3:28])=[O:25])[CH2:20][CH2:19]2)=[N:15][CH:16]=[C:11]([C:2]2[CH:3]=[CH:4][C:5]3[C:10](=[CH:9][CH:8]=[CH:7][CH:6]=3)[CH:1]=2)[CH:12]=1. The catalyst class is: 19. (3) Reactant: Cl[CH2:2][CH2:3][O:4][CH2:5][C:6]([NH:8][C:9]1[CH:14]=[CH:13][C:12]([C:15]2[C:21]3[CH:22]=[C:23]([O:26][CH3:27])[CH:24]=[CH:25][C:20]=3[CH2:19][C@H:18]([CH3:28])[N:17]([C:29]([NH:31][CH3:32])=[O:30])[N:16]=2)=[CH:11][CH:10]=1)=[O:7].C(=O)([O-])[O-].[K+].[K+].[I-].[Na+]. Product: [CH3:27][O:26][C:23]1[CH:24]=[CH:25][C:20]2[CH2:19][C@H:18]([CH3:28])[N:17]([C:29]([NH:31][CH3:32])=[O:30])[N:16]=[C:15]([C:12]3[CH:13]=[CH:14][C:9]([N:8]4[CH2:2][CH2:3][O:4][CH2:5][C:6]4=[O:7])=[CH:10][CH:11]=3)[C:21]=2[CH:22]=1. The catalyst class is: 10. (4) Reactant: [CH3:1][O:2][C:3]1[CH:4]=[C:5]2[C:10](=[C:11]([CH3:14])[C:12]=1[CH3:13])[NH:9][CH2:8][C:7]1([CH2:17][CH2:16][CH2:15]1)[CH2:6]2.[Br:18][CH2:19][CH2:20]Br.C([O-])([O-])=O.[Cs+].[Cs+].O. Product: [Br:18][CH2:19][CH2:20][N:9]1[C:10]2[C:5](=[CH:4][C:3]([O:2][CH3:1])=[C:12]([CH3:13])[C:11]=2[CH3:14])[CH2:6][C:7]2([CH2:15][CH2:16][CH2:17]2)[CH2:8]1. The catalyst class is: 3. (5) Reactant: C(OC([N:8]([C:36]1[CH:41]=[CH:40][C:39]([O:42][CH3:43])=[CH:38][N:37]=1)[CH2:9][CH2:10][CH2:11][O:12][C:13]1[CH:35]=[CH:34][C:16]([CH2:17][C@@H:18]([C:30]([O:32][CH3:33])=[O:31])[NH:19][C:20]([C:22]2[C:27]([Cl:28])=[CH:26][CH:25]=[CH:24][C:23]=2[Cl:29])=[O:21])=[CH:15][CH:14]=1)=O)(C)(C)C.C(O)(C(F)(F)F)=O. Product: [Cl:29][C:23]1[CH:24]=[CH:25][CH:26]=[C:27]([Cl:28])[C:22]=1[C:20]([NH:19][C@H:18]([C:30]([O:32][CH3:33])=[O:31])[CH2:17][C:16]1[CH:34]=[CH:35][C:13]([O:12][CH2:11][CH2:10][CH2:9][NH:8][C:36]2[CH:41]=[CH:40][C:39]([O:42][CH3:43])=[CH:38][N:37]=2)=[CH:14][CH:15]=1)=[O:21]. The catalyst class is: 2. (6) Reactant: [H-].[Na+].[Cl:3][C:4]1[CH:9]=[C:8]([Cl:10])[CH:7]=[C:6]([CH3:11])[C:5]=1[C:12]1[C:13](=[O:21])[N:14]([CH3:20])[N:15]=[C:16]([CH3:19])[C:17]=1[OH:18].[CH2:22](Br)[C:23]#[CH:24].O. Product: [Cl:3][C:4]1[CH:9]=[C:8]([Cl:10])[CH:7]=[C:6]([CH3:11])[C:5]=1[C:12]1[C:13](=[O:21])[N:14]([CH3:20])[N:15]=[C:16]([CH3:19])[C:17]=1[O:18][C:22]#[C:23][CH3:24]. The catalyst class is: 7. (7) Product: [O:39]([CH2:46][C:47]([NH:29][C:28]1[NH:27][C:25](=[O:26])[C:24]2[N:23]=[CH:22][N:21]([C:31]=2[N:30]=1)[C@@H:14]1[O:15][C@H:16]([CH2:19][OH:20])[C@@H:17]([OH:18])[C@H:13]1[O:12][CH2:11][C:9](=[O:10])[NH:8][CH2:7][CH2:6][NH:5][C:3](=[O:4])[C:2]([F:1])([F:32])[F:33])=[O:48])[C:40]1[CH:45]=[CH:44][CH:43]=[CH:42][CH:41]=1. Reactant: [F:1][C:2]([F:33])([F:32])[C:3]([NH:5][CH2:6][CH2:7][NH:8][C:9]([CH2:11][O:12][C@@H:13]1[C@H:17]([OH:18])[C@@H:16]([CH2:19][OH:20])[O:15][C@H:14]1[N:21]1[C:31]2[N:30]=[C:28]([NH2:29])[NH:27][C:25](=[O:26])[C:24]=2[N:23]=[CH:22]1)=[O:10])=[O:4].Cl[Si](C)(C)C.[O:39]([CH2:46][C:47](O[C:47](=[O:48])[CH2:46][O:39][C:40]1[CH:45]=[CH:44][CH:43]=[CH:42][CH:41]=1)=[O:48])[C:40]1[CH:45]=[CH:44][CH:43]=[CH:42][CH:41]=1. The catalyst class is: 6. (8) Reactant: C[O:2][C:3](=[O:27])[C@@H:4]([N:12]1[CH2:16][C:15]2=[CH:17][C:18]3[CH:19]=[CH:20][CH:21]=[C:22]([Cl:25])[C:23]=3[O:24][CH:14]2[C:13]1=[O:26])[CH2:5][CH:6]1[CH2:11][CH2:10][CH2:9][CH2:8][CH2:7]1.O.[OH-].[Li+]. Product: [Cl:25][C:22]1[C:23]2[O:24][C:14]3[C:13](=[O:26])[N:12]([C@@H:4]([CH2:5][CH:6]4[CH2:11][CH2:10][CH2:9][CH2:8][CH2:7]4)[C:3]([OH:27])=[O:2])[CH2:16][C:15]=3[CH2:17][C:18]=2[CH:19]=[CH:20][CH:21]=1. The catalyst class is: 30. (9) Reactant: Br[C:2]1[CH:7]=[C:6]([Cl:8])[N:5]=[C:4]([N:9]2[CH2:14][CH2:13][O:12][CH2:11][CH2:10]2)[C:3]=1[F:15].[CH3:16][C:17]1[N:22]=[CH:21][C:20]([NH2:23])=[CH:19][C:18]=1B1OC(C)(C)C(C)(C)O1.C(=O)([O-])[O-].[Na+].[Na+]. Product: [Cl:8][C:6]1[N:5]=[C:4]([N:9]2[CH2:14][CH2:13][O:12][CH2:11][CH2:10]2)[C:3]([F:15])=[C:2]([C:18]2[C:17]([CH3:16])=[N:22][CH:21]=[C:20]([NH2:23])[CH:19]=2)[CH:7]=1. The catalyst class is: 104. (10) Reactant: [CH3:1][O:2][C:3]1[C:4](=[O:32])[C:5]([CH3:31])=[C:6]([CH2:12][C:13]2[C:14]([O:27]C(=O)C)=[C:15]([CH:24]=[CH:25][CH:26]=2)[C:16]([N:18]2[CH2:23][CH2:22][CH2:21][CH2:20][CH2:19]2)=[O:17])[C:7](=[O:11])[C:8]=1[O:9][CH3:10].C(=O)([O-])O.[Na+]. Product: [CH3:1][O:2][C:3]1[C:4](=[O:32])[C:5]([CH3:31])=[C:6]([CH2:12][C:13]2[C:14]([OH:27])=[C:15]([CH:24]=[CH:25][CH:26]=2)[C:16]([N:18]2[CH2:19][CH2:20][CH2:21][CH2:22][CH2:23]2)=[O:17])[C:7](=[O:11])[C:8]=1[O:9][CH3:10]. The catalyst class is: 24.